This data is from Reaction yield outcomes from USPTO patents with 853,638 reactions. The task is: Predict the reaction yield, written as a fraction of the theoretical maximum amount of product (1.0 means a 100% yield; for example, 0.34 means a 34% yield). (1) The reactants are [NH2:1][C:2]1[C:3]([OH:17])=[N:4][C:5]([CH2:8][O:9][CH2:10][C:11]2[CH:16]=[CH:15][CH:14]=[CH:13][CH:12]=2)=[N:6][CH:7]=1.[C:18]1([CH:24]([C:28]2[CH:33]=[CH:32][CH:31]=[CH:30][CH:29]=2)[C:25](O)=[O:26])[CH:23]=[CH:22][CH:21]=[CH:20][CH:19]=1.CCN(C(C)C)C(C)C.CN(C(ON1N=NC2C=CC=CC1=2)=[N+](C)C)C.[B-](F)(F)(F)F.[NH4+].[Cl-]. The catalyst is CN(C=O)C. The product is [CH2:10]([O:9][CH2:8][C:5]1[N:4]=[C:3]([OH:17])[C:2]([NH:1][C:25](=[O:26])[CH:24]([C:18]2[CH:23]=[CH:22][CH:21]=[CH:20][CH:19]=2)[C:28]2[CH:33]=[CH:32][CH:31]=[CH:30][CH:29]=2)=[CH:7][N:6]=1)[C:11]1[CH:12]=[CH:13][CH:14]=[CH:15][CH:16]=1. The yield is 0.760. (2) The product is [OH:26][C@@H:24]([C@@H:5]1[C@:4]2([CH3:27])[C@H:8]([C@H:9]3[C@H:22]([C@@H:2]([OH:1])[CH2:3]2)[C@:21]2([CH3:23])[C:12]([CH2:13][C:14]4([CH2:19][CH2:20]2)[O:15][CH2:16][CH2:17][O:18]4)=[CH:11][CH2:10]3)[CH2:7][CH2:6]1)[CH3:25]. The catalyst is C1COCC1. The reactants are [OH:1][C@@H:2]1[C@H:22]2[C@@H:9]([CH2:10][CH:11]=[C:12]3[C@:21]2([CH3:23])[CH2:20][CH2:19][C:14]2([O:18][CH2:17][CH2:16][O:15]2)[CH2:13]3)[C@H:8]2[C@@:4]([CH3:27])([C@@H:5]([C:24](=[O:26])[CH3:25])[CH2:6][CH2:7]2)[CH2:3]1.[BH4-].[Na+]. The yield is 0.240. (3) The reactants are [ClH:1].[Cl:2][C:3]1[C:9]([O:10][CH3:11])=[CH:8][CH:7]=[CH:6][C:4]=1[NH2:5].[C:12](O)(=O)[CH2:13][C:14](O)=O.O(Cl)[Cl:20].[P]. The catalyst is O. The product is [Cl:1][C:14]1[CH:13]=[C:12]([Cl:20])[C:6]2[C:4](=[C:3]([Cl:2])[C:9]([O:10][CH3:11])=[CH:8][CH:7]=2)[N:5]=1. The yield is 0.740. (4) The reactants are Cl[C:2]1[CH:11]=[CH:10][C:9]2[C:4](=[CH:5][CH:6]=[CH:7][CH:8]=2)[N:3]=1.C(OC(=O)[NH:18][C@H:19]1[CH2:24][CH2:23][C@@H:22]([NH2:25])[CH2:21][CH2:20]1)(C)(C)C.C([O-])(O)=O.[Na+].Cl. The catalyst is C(O)CCC.CCOC(C)=O. The product is [N:3]1[C:4]2[C:9](=[CH:8][CH:7]=[CH:6][CH:5]=2)[CH:10]=[CH:11][C:2]=1[NH:18][C@H:19]1[CH2:24][CH2:23][C@@H:22]([NH2:25])[CH2:21][CH2:20]1. The yield is 0.270.